From a dataset of Reaction yield outcomes from USPTO patents with 853,638 reactions. Predict the reaction yield, written as a fraction of the theoretical maximum amount of product (1.0 means a 100% yield; for example, 0.34 means a 34% yield). (1) The reactants are C(O)(C(F)(F)F)=O.[F:8][C:9]1[CH:14]=[CH:13][CH:12]=[C:11]([F:15])[C:10]=1[C:16]1[S:17][CH:18]=[C:19]([C:21]([NH:23][C:24]2[CH:25]=[N:26][C:27]3[C:32]([C:33]=2[N:34]2[CH2:39][CH2:38][CH2:37][C@H:36]([NH:40]C(=O)OC(C)(C)C)[CH2:35]2)=[CH:31][CH:30]=[CH:29][CH:28]=3)=[O:22])[N:20]=1. The catalyst is C(Cl)Cl. The product is [NH2:40][C@H:36]1[CH2:37][CH2:38][CH2:39][N:34]([C:33]2[C:32]3[C:27](=[CH:28][CH:29]=[CH:30][CH:31]=3)[N:26]=[CH:25][C:24]=2[NH:23][C:21]([C:19]2[N:20]=[C:16]([C:10]3[C:11]([F:15])=[CH:12][CH:13]=[CH:14][C:9]=3[F:8])[S:17][CH:18]=2)=[O:22])[CH2:35]1. The yield is 0.540. (2) The reactants are C1(C)C=CC(S(CC[O:12][C:13](=[O:49])[C:14]2[CH:19]=[CH:18][C:17]([CH3:20])=[C:16]([S:21]([N:24]3[C:28]4[CH:29]=[CH:30][CH:31]=[CH:32][C:27]=4[N:26]=[C:25]3[S:33]([CH2:35][C:36]3[C:41]([CH3:42])=[C:40]([O:43][CH2:44][CH2:45][CH2:46][O:47][CH3:48])[CH:39]=[CH:38][N:37]=3)=[O:34])(=[O:23])=[O:22])[CH:15]=2)(=O)=O)=CC=1.C([O-])(O)=O.[Na+:55]. The catalyst is CC#N.O. The product is [Na+:55].[CH3:48][O:47][CH2:46][CH2:45][CH2:44][O:43][C:40]1[CH:39]=[CH:38][N:37]=[C:36]([CH2:35][S:33]([C:25]2[N:24]([S:21]([C:16]3[CH:15]=[C:14]([CH:19]=[CH:18][C:17]=3[CH3:20])[C:13]([O-:49])=[O:12])(=[O:23])=[O:22])[C:28]3[CH:29]=[CH:30][CH:31]=[CH:32][C:27]=3[N:26]=2)=[O:34])[C:41]=1[CH3:42]. The yield is 0.800. (3) The reactants are [O:1]1[CH:5]=[CH:4][CH:3]=[C:2]1[C:6](Cl)=[O:7].[F:9][C:10]1[CH:36]=[CH:35][C:13]([CH2:14][N:15]2[C:24]3[C:19](=[CH:20][C:21]([CH3:25])=[CH:22][CH:23]=3)[C:18]([N:26]3[CH2:31][CH2:30][NH:29][CH2:28][CH2:27]3)=[C:17]([C:32]#[N:33])[C:16]2=[O:34])=[CH:12][CH:11]=1. The catalyst is N1C=CC=CC=1. The product is [F:9][C:10]1[CH:11]=[CH:12][C:13]([CH2:14][N:15]2[C:24]3[C:19](=[CH:20][C:21]([CH3:25])=[CH:22][CH:23]=3)[C:18]([N:26]3[CH2:31][CH2:30][N:29]([C:6]([C:2]4[O:1][CH:5]=[CH:4][CH:3]=4)=[O:7])[CH2:28][CH2:27]3)=[C:17]([C:32]#[N:33])[C:16]2=[O:34])=[CH:35][CH:36]=1. The yield is 0.850. (4) The reactants are [Cl:1][C:2]1[NH:6][N:5]=[CH:4][CH:3]=1.[C:7]1([S:13](Cl)(=[O:15])=[O:14])[CH:12]=[CH:11][CH:10]=[CH:9][CH:8]=1.C(N(CC)CC)C. The catalyst is C(#N)C. The product is [C:7]1([S:13]([N:5]2[CH:4]=[CH:3][C:2]([Cl:1])=[N:6]2)(=[O:15])=[O:14])[CH:12]=[CH:11][CH:10]=[CH:9][CH:8]=1. The yield is 0.510. (5) No catalyst specified. The product is [CH2:1]([N:8]1[C:16]2[C:11](=[CH:12][C:13]([F:80])=[CH:14][CH:15]=2)[C@:10]2([CH2:18][C@H:17]2[C:19]2[CH:27]=[C:26]3[C:22]([CH:23]=[N:24][N:25]3[CH2:28][C:29]3[CH:34]=[CH:33][CH:32]=[CH:31][CH:30]=3)=[CH:21][CH:20]=2)[C:9]1=[O:35])[C:2]1[CH:7]=[CH:6][CH:5]=[CH:4][CH:3]=1. The yield is 0.630. The reactants are [CH2:1]([N:8]1[C:16]2[C:11](=[CH:12][CH:13]=[CH:14][CH:15]=2)[C@:10]2([CH2:18][C@H:17]2[C:19]2[CH:27]=[C:26]3[C:22]([CH:23]=[N:24][N:25]3[CH2:28][C:29]3[CH:34]=[CH:33][CH:32]=[CH:31][CH:30]=3)=[CH:21][CH:20]=2)[C:9]1=[O:35])[C:2]1[CH:7]=[CH:6][CH:5]=[CH:4][CH:3]=1.CS(O[C@@H](C1C=C2C(C=NN2CC2C=CC=CC=2)=CC=1)COS(C)(=O)=O)(=O)=O.C(N1C2C(=CC([F:80])=CC=2)CC1=O)C1C=CC=CC=1. (6) The reactants are [F:1][C:2]([F:12])([F:11])[O:3][C:4]1[CH:5]=[C:6](Br)[CH:7]=[CH:8][CH:9]=1.[Li]CCCC.[C:18]([C:20]1[CH:25]=[CH:24][CH:23]=[CH:22][N:21]=1)#[N:19].C[Si](C)(C)[Cl:28].[CH2:31]([Mg]Cl)[C:32]1[CH:37]=[CH:36][CH:35]=[CH:34][CH:33]=1. The catalyst is CCOCC.C1COCC1. The product is [Cl:28][C:23]1[CH:24]=[CH:25][C:20]([C:18]([C:6]2[CH:7]=[CH:8][CH:9]=[C:4]([O:3][C:2]([F:12])([F:11])[F:1])[CH:5]=2)([NH2:19])[CH2:31][C:32]2[CH:37]=[CH:36][CH:35]=[CH:34][CH:33]=2)=[N:21][CH:22]=1. The yield is 0.430. (7) The reactants are [N+:1]([C:4]1[CH:5]=[C:6]([C:11]([F:14])([F:13])[F:12])[C:7](O)=[N:8][CH:9]=1)([O-:3])=[O:2].P(Cl)(Cl)(Cl)(Cl)[Cl:16].P(Cl)(Cl)(Cl)=O. No catalyst specified. The product is [Cl:16][C:7]1[C:6]([C:11]([F:14])([F:13])[F:12])=[CH:5][C:4]([N+:1]([O-:3])=[O:2])=[CH:9][N:8]=1. The yield is 0.770. (8) The reactants are [CH:1]1([N:5]2[C:13]3[C:8](=[CH:9][CH:10]=[C:11]([OH:14])[CH:12]=3)[C:7]([C:15]#[N:16])=[CH:6]2)[CH2:4][CH2:3][CH2:2]1.C(OB([O-])[O-])(C)C.[Li+].CC([N-]C(C)C)C.[Cl:32][C:33]1[CH:38]=[C:37](I)[CH:36]=[CH:35][C:34]=1[NH2:40].C([O-])([O-])=O.[K+].[K+]. The catalyst is C1COCC1.CN(C=O)C.O.C1C=CC(P(C2C=CC=CC=2)[C-]2C=CC=C2)=CC=1.C1C=CC(P(C2C=CC=CC=2)[C-]2C=CC=C2)=CC=1.Cl[Pd]Cl.[Fe+2]. The product is [NH2:40][C:34]1[CH:35]=[CH:36][C:37]([C:6]2[N:5]([CH:1]3[CH2:2][CH2:3][CH2:4]3)[C:13]3[C:8]([C:7]=2[C:15]#[N:16])=[CH:9][CH:10]=[C:11]([OH:14])[CH:12]=3)=[CH:38][C:33]=1[Cl:32]. The yield is 0.640.